Predict the reactants needed to synthesize the given product. From a dataset of Full USPTO retrosynthesis dataset with 1.9M reactions from patents (1976-2016). (1) The reactants are: [Cl:1][C:2]1[CH:7]=[CH:6][C:5]([CH:8]2[C:15]3[C:11](=[N:12][N:13](CC4C=CC(OC)=CC=4)[C:14]=3[CH3:16])[C:10](=[O:26])[N:9]2[C:27]2[CH:32]=[CH:31][C:30](=[O:33])[N:29]([CH3:34])[CH:28]=2)=[CH:4][CH:3]=1.C(O)(C(F)(F)F)=O. Given the product [Cl:1][C:2]1[CH:7]=[CH:6][C:5]([CH:8]2[C:15]3[C:11](=[N:12][NH:13][C:14]=3[CH3:16])[C:10](=[O:26])[N:9]2[C:27]2[CH:32]=[CH:31][C:30](=[O:33])[N:29]([CH3:34])[CH:28]=2)=[CH:4][CH:3]=1, predict the reactants needed to synthesize it. (2) Given the product [NH2:1][C:2]1[CH:3]=[CH:4][C:5]([C:6]([N:15]2[CH2:16][CH2:17][CH:13]([N:12]([CH3:18])[CH3:11])[CH2:14]2)=[O:8])=[CH:9][CH:10]=1, predict the reactants needed to synthesize it. The reactants are: [NH2:1][C:2]1[CH:10]=[CH:9][C:5]([C:6]([OH:8])=O)=[CH:4][CH:3]=1.[CH3:11][N:12]([CH3:18])[CH:13]1[CH2:17][CH2:16][NH:15][CH2:14]1.CN(C)CCCN=C=NCC. (3) Given the product [CH3:1][C:2]1[N:7]=[CH:6][C:5]([CH:8]([OH:10])[CH3:9])=[CH:4][CH:3]=1, predict the reactants needed to synthesize it. The reactants are: [CH3:1][C:2]1[N:7]=[CH:6][C:5]([C:8](=[O:10])[CH3:9])=[CH:4][CH:3]=1.[BH4-].[Na+]. (4) Given the product [C:1]([O:5][C:6]([NH:8][C@H:9]([C:14]([O:16][CH2:17][O:18][C:19](=[O:43])[N:20]([C:33]1[N:42]=[C:36]2[CH:37]=[CH:38][C:39]([C:58]3[CH:57]=[CH:56][C:55]([NH:54][C:52](=[O:53])[C@@H:51]([C:48]4[CH:47]=[CH:46][C:45]([F:44])=[CH:50][CH:49]=4)[CH3:64])=[CH:60][CH:59]=3)=[CH:40][N:35]2[N:34]=1)[C:21]1[CH:26]=[CH:25][C:24]([S:27]([CH3:30])(=[O:29])=[O:28])=[CH:23][C:22]=1[O:31][CH3:32])=[O:15])[CH2:10][CH:11]([CH3:13])[CH3:12])=[O:7])([CH3:4])([CH3:3])[CH3:2], predict the reactants needed to synthesize it. The reactants are: [C:1]([O:5][C:6]([NH:8][C@H:9]([C:14]([O:16][CH2:17][O:18][C:19](=[O:43])[N:20]([C:33]1[N:42]=[C:36]2[CH:37]=[CH:38][C:39](Cl)=[CH:40][N:35]2[N:34]=1)[C:21]1[CH:26]=[CH:25][C:24]([S:27]([CH3:30])(=[O:29])=[O:28])=[CH:23][C:22]=1[O:31][CH3:32])=[O:15])[CH2:10][CH:11]([CH3:13])[CH3:12])=[O:7])([CH3:4])([CH3:3])[CH3:2].[F:44][C:45]1[CH:50]=[CH:49][C:48]([C@@H:51]([CH3:64])[C:52]([NH:54][C:55]2[CH:60]=[CH:59][C:58](B(O)O)=[CH:57][CH:56]=2)=[O:53])=[CH:47][CH:46]=1.O.P([O-])([O-])([O-])=O.[K+].[K+].[K+].C1(P(C2CCCCC2)C2C=CC=CC=2C2C(OC)=CC=CC=2OC)CCCCC1. (5) Given the product [Cl:1][C:2]1[CH:3]=[CH:4][C:5]([S:8][C:9]2[O:13][C:12]([C:14]3[CH:19]=[CH:18][C:17]([F:20])=[CH:16][CH:15]=3)=[N:11][C:10]=2[CH:21]=[O:22])=[N:6][CH:7]=1, predict the reactants needed to synthesize it. The reactants are: [Cl:1][C:2]1[CH:3]=[CH:4][C:5]([S:8][C:9]2[O:13][C:12]([C:14]3[CH:19]=[CH:18][C:17]([F:20])=[CH:16][CH:15]=3)=[N:11][C:10]=2[CH2:21][OH:22])=[N:6][CH:7]=1.N1C=CC=CC=1.CC(OI1(OC(C)=O)(OC(C)=O)OC(=O)C2C=CC=CC1=2)=O. (6) Given the product [Br:1][C:2]1[CH:3]=[N:4][C:5]2[N:6]([N:8]=[C:9]([C:11]([N:16]3[CH2:17][CH2:18][C:19]4[C:24](=[C:23]([C:25]([F:26])([F:27])[F:28])[CH:22]=[CH:21][CH:20]=4)[N:15]3[CH3:14])=[O:13])[CH:10]=2)[CH:7]=1, predict the reactants needed to synthesize it. The reactants are: [Br:1][C:2]1[CH:3]=[N:4][C:5]2[N:6]([N:8]=[C:9]([C:11]([OH:13])=O)[CH:10]=2)[CH:7]=1.[CH3:14][N:15]1[C:24]2[C:19](=[CH:20][CH:21]=[CH:22][C:23]=2[C:25]([F:28])([F:27])[F:26])[CH2:18][CH2:17][NH:16]1. (7) Given the product [CH3:30][O:29][C:23]1[CH:22]=[C:21]([NH:20][C:19]([C:17]2[CH:18]=[C:13]3[C:14](=[CH:15][CH:16]=2)[NH:32][C:11]([CH2:10][CH2:9][CH2:8][NH:7][C:6](=[O:33])[O:5][C:1]([CH3:4])([CH3:2])[CH3:3])=[CH:12]3)=[O:31])[CH:26]=[CH:25][C:24]=1[O:27][CH3:28], predict the reactants needed to synthesize it. The reactants are: [C:1]([O:5][C:6](=[O:33])[NH:7][CH2:8][CH2:9][CH2:10][C:11]#[C:12][C:13]1[CH:18]=[C:17]([C:19](=[O:31])[NH:20][C:21]2[CH:26]=[CH:25][C:24]([O:27][CH3:28])=[C:23]([O:29][CH3:30])[CH:22]=2)[CH:16]=[CH:15][C:14]=1[NH2:32])([CH3:4])([CH3:3])[CH3:2]. (8) Given the product [NH:1]([C:19]([O:21][C:22]([CH3:25])([CH3:24])[CH3:23])=[O:20])[C@@H:2]([CH:15]=[O:16])[CH2:3][C:4]1[CH:5]=[CH:6][C:7]([O:10][C:11]([CH3:14])([CH3:12])[CH3:13])=[CH:8][CH:9]=1, predict the reactants needed to synthesize it. The reactants are: [NH:1]([C:19]([O:21][C:22]([CH3:25])([CH3:24])[CH3:23])=[O:20])[C@@H:2]([C:15](OC)=[O:16])[CH2:3][C:4]1[CH:9]=[CH:8][C:7]([O:10][C:11]([CH3:14])([CH3:13])[CH3:12])=[CH:6][CH:5]=1.CC(C[AlH]CC(C)C)C.CO.[C@H](O)(C([O-])=O)[C@@H](O)C([O-])=O.[Na+].[K+]. (9) Given the product [NH2:6][C:7]1[C:8]2[O:14][C:3](=[S:5])[NH:13][C:9]=2[CH:10]=[CH:11][CH:12]=1, predict the reactants needed to synthesize it. The reactants are: [OH-].[K+].[C:3](=[S:5])=S.[NH2:6][C:7]1[CH:12]=[CH:11][CH:10]=[C:9]([NH2:13])[C:8]=1[OH:14].